This data is from Peptide-MHC class II binding affinity with 134,281 pairs from IEDB. The task is: Regression. Given a peptide amino acid sequence and an MHC pseudo amino acid sequence, predict their binding affinity value. This is MHC class II binding data. (1) The peptide sequence is IHAVPFGLVSMMIAMKK. The MHC is HLA-DQA10103-DQB10603 with pseudo-sequence HLA-DQA10103-DQB10603. The binding affinity (normalized) is 0.528. (2) The peptide sequence is RDGHEKPMNVQSLGW. The MHC is DRB3_0301 with pseudo-sequence DRB3_0301. The binding affinity (normalized) is 0.334. (3) The binding affinity (normalized) is 0.617. The MHC is HLA-DQA10501-DQB10402 with pseudo-sequence HLA-DQA10501-DQB10402. The peptide sequence is RAYRNALSMMPEAMT. (4) The peptide sequence is SKKDKFVAANAGGTV. The MHC is DRB3_0101 with pseudo-sequence DRB3_0101. The binding affinity (normalized) is 0.509. (5) The peptide sequence is VGAITTIEDPVLAKK. The MHC is DRB4_0101 with pseudo-sequence DRB4_0103. The binding affinity (normalized) is 0.572. (6) The peptide sequence is ELYKYKVVKIEPLGVA. The MHC is DRB1_0101 with pseudo-sequence DRB1_0101. The binding affinity (normalized) is 0.446. (7) The peptide sequence is AFKVAAQAANAAPAN. The MHC is DRB1_1001 with pseudo-sequence DRB1_1001. The binding affinity (normalized) is 0.832. (8) The peptide sequence is DKRLAAYLMLMRSPS. The MHC is HLA-DPA10201-DPB10501 with pseudo-sequence HLA-DPA10201-DPB10501. The binding affinity (normalized) is 0.869.